Dataset: Full USPTO retrosynthesis dataset with 1.9M reactions from patents (1976-2016). Task: Predict the reactants needed to synthesize the given product. (1) Given the product [Br:18][C:15]1[CH:16]=[CH:17][C:12]([S:9]([NH:8][C:6]2[CH:7]=[C:2]([NH:1][C:32](=[O:33])[C:29]([CH3:31])([CH3:28])[NH2:30])[CH:3]=[CH:4][C:5]=2[O:20][CH3:21])(=[O:11])=[O:10])=[C:13]([Cl:19])[CH:14]=1, predict the reactants needed to synthesize it. The reactants are: [NH2:1][C:2]1[CH:3]=[CH:4][C:5]([O:20][CH3:21])=[C:6]([NH:8][S:9]([C:12]2[CH:17]=[CH:16][C:15]([Br:18])=[CH:14][C:13]=2[Cl:19])(=[O:11])=[O:10])[CH:7]=1.N1C=CC=CC=1.[CH3:28][C:29]([C:32](Cl)=[O:33])([CH3:31])[NH2:30]. (2) Given the product [NH2:1][C:4]1[CH:5]=[N:6][CH:7]=[CH:8][C:9]=1[C:10]1([C:13]([O:15][CH3:16])=[O:14])[CH2:12][CH2:11]1, predict the reactants needed to synthesize it. The reactants are: [N+:1]([C:4]1[CH:5]=[N:6][CH:7]=[CH:8][C:9]=1[C:10]1([C:13]([O:15][CH3:16])=[O:14])[CH2:12][CH2:11]1)([O-])=O. (3) Given the product [O:29]([C:27]1[CH:26]=[CH:25][C:17]([C:18]([O:20][C:21]([CH3:24])([CH3:22])[CH3:23])=[O:19])=[C:16]([NH:15][C:12]([C:8]2[CH:9]=[N:10][CH:11]=[C:6]([N:1]3[CH:5]=[CH:4][CH:3]=[CH:2]3)[CH:7]=2)=[O:13])[CH:28]=1)[C:30]1[CH:31]=[CH:32][CH:33]=[CH:34][CH:35]=1, predict the reactants needed to synthesize it. The reactants are: [N:1]1([C:6]2[CH:7]=[C:8]([C:12](Cl)=[O:13])[CH:9]=[N:10][CH:11]=2)[CH:5]=[CH:4][CH:3]=[CH:2]1.[NH2:15][C:16]1[CH:28]=[C:27]([O:29][C:30]2[CH:35]=[CH:34][CH:33]=[CH:32][CH:31]=2)[CH:26]=[CH:25][C:17]=1[C:18]([O:20][C:21]([CH3:24])([CH3:23])[CH3:22])=[O:19].C(=O)([O-])O.[Na+]. (4) Given the product [F:17][C:11]1[CH:12]=[C:13]([F:16])[CH:14]=[CH:15][C:10]=1[N:7]1[C:6]2[CH:18]=[C:2]([C:30]3[N:26]([C:23]4[CH:24]=[CH:25][C:20]([F:19])=[CH:21][CH:22]=4)[N:27]=[CH:28][CH:29]=3)[CH:3]=[CH:4][C:5]=2[N:9]=[CH:8]1, predict the reactants needed to synthesize it. The reactants are: Br[C:2]1[CH:3]=[CH:4][C:5]2[N:9]=[CH:8][N:7]([C:10]3[CH:15]=[CH:14][C:13]([F:16])=[CH:12][C:11]=3[F:17])[C:6]=2[CH:18]=1.[F:19][C:20]1[CH:25]=[CH:24][C:23]([N:26]2[C:30](B(O)O)=[CH:29][CH:28]=[N:27]2)=[CH:22][CH:21]=1. (5) Given the product [O:31]=[S:2]1(=[O:1])[C:11]2[C:10]([NH:12][C:13]3[CH:14]=[CH:15][C:16]([CH2:19][C:20]([OH:22])=[O:21])=[CH:17][CH:18]=3)=[N:9][C:8]([C:25]3[CH:26]=[CH:27][CH:28]=[CH:29][CH:30]=3)=[N:7][C:6]=2[CH2:5][CH2:4][CH2:3]1, predict the reactants needed to synthesize it. The reactants are: [O:1]=[S:2]1(=[O:31])[C:11]2[C:10]([NH:12][C:13]3[CH:18]=[CH:17][C:16]([CH2:19][C:20]([O:22]CC)=[O:21])=[CH:15][CH:14]=3)=[N:9][C:8]([C:25]3[CH:30]=[CH:29][CH:28]=[CH:27][CH:26]=3)=[N:7][C:6]=2[CH2:5][CH2:4][CH2:3]1.[OH-].[Li+]. (6) Given the product [CH3:11][O:1][C:2]1[CH:3]=[CH:4][C:5]([CH3:8])=[N:6][CH:7]=1, predict the reactants needed to synthesize it. The reactants are: [OH:1][C:2]1[CH:3]=[CH:4][C:5]([CH3:8])=[N:6][CH:7]=1.[H-].[Na+].[CH3:11]I.O.